Predict which catalyst facilitates the given reaction. From a dataset of Catalyst prediction with 721,799 reactions and 888 catalyst types from USPTO. (1) Reactant: [CH2:1]([C:3]([C:28]1[CH:43]=[CH:42][C:31]([O:32][CH2:33][CH2:34][CH2:35][CH2:36][C:37]2[NH:41][N:40]=[N:39][N:38]=2)=[C:30]([CH3:44])[CH:29]=1)([C:6]1[CH:11]=[CH:10][C:9]([C:12]#[C:13][C:14]([O:23]COC)([C:19]([F:22])([F:21])[F:20])[C:15]([F:18])([F:17])[F:16])=[C:8]([CH3:27])[CH:7]=1)[CH2:4][CH3:5])[CH3:2].CC1C=CC(S(O)(=O)=O)=CC=1. Product: [CH2:1]([C:3]([C:6]1[CH:11]=[CH:10][C:9]([C:12]#[C:13][C:14]([C:19]([F:22])([F:21])[F:20])([OH:23])[C:15]([F:18])([F:17])[F:16])=[C:8]([CH3:27])[CH:7]=1)([C:28]1[CH:43]=[CH:42][C:31]([O:32][CH2:33][CH2:34][CH2:35][CH2:36][C:37]2[NH:41][N:40]=[N:39][N:38]=2)=[C:30]([CH3:44])[CH:29]=1)[CH2:4][CH3:5])[CH3:2]. The catalyst class is: 5. (2) Reactant: [Cl-:1].[CH3:2][N+:3]1[CH:7]=[CH:6][N:5]([CH2:8][CH:9]2[CH2:13][CH2:12][CH2:11][N:10]2[C:14]2[CH:19]=[CH:18][C:17]([N+:20]([O-])=O)=[CH:16][CH:15]=2)[CH:4]=1. Product: [ClH:1].[Cl-:1].[NH2:20][C:17]1[CH:18]=[CH:19][C:14]([N:10]2[CH2:11][CH2:12][CH2:13][CH:9]2[CH2:8][N:5]2[CH:6]=[CH:7][N+:3]([CH3:2])=[CH:4]2)=[CH:15][CH:16]=1. The catalyst class is: 29.